Dataset: Full USPTO retrosynthesis dataset with 1.9M reactions from patents (1976-2016). Task: Predict the reactants needed to synthesize the given product. Given the product [C:1]([C:3]1[C:11]2[C:6](=[CH:7][CH:8]=[C:9]([C:12]([OH:14])=[O:13])[CH:10]=2)[NH:5][CH:4]=1)(=[O:21])[NH2:2], predict the reactants needed to synthesize it. The reactants are: [C:1]([C:3]1[C:11]2[C:6](=[CH:7][CH:8]=[C:9]([C:12]([O:14]CC)=[O:13])[CH:10]=2)[NH:5][CH:4]=1)#[N:2].OO.NC(N)=[O:21].[OH-].[Na+].